Task: Predict which catalyst facilitates the given reaction.. Dataset: Catalyst prediction with 721,799 reactions and 888 catalyst types from USPTO (1) Reactant: [CH:1]1([OH:7])[CH2:6][CH2:5][CH2:4][CH2:3][CH2:2]1.[H-].[Na+].F[C:11]1[C:16]([CH3:17])=[C:15]([I:18])[CH:14]=[CH:13][N:12]=1. Product: [CH:1]1([O:7][C:11]2[C:16]([CH3:17])=[C:15]([I:18])[CH:14]=[CH:13][N:12]=2)[CH2:6][CH2:5][CH2:4][CH2:3][CH2:2]1. The catalyst class is: 7. (2) Reactant: [F:1][C:2]1[CH:7]=[CH:6][C:5]([C:8]2[CH2:9][CH2:10][N:11]([C:14]([O:16][C:17]([CH3:20])([CH3:19])[CH3:18])=[O:15])[CH2:12][CH:13]=2)=[CH:4][CH:3]=1. Product: [F:1][C:2]1[CH:7]=[CH:6][C:5]([CH:8]2[CH2:9][CH2:10][N:11]([C:14]([O:16][C:17]([CH3:20])([CH3:19])[CH3:18])=[O:15])[CH2:12][CH2:13]2)=[CH:4][CH:3]=1. The catalyst class is: 29. (3) The catalyst class is: 8. Product: [O:15]=[C:12]1[N:11]=[C:10]([NH:1][C@H:2]2[C@H:7]([OH:8])[CH2:6][O:5][CH2:4][CH2:3]2)[CH2:14][S:13]1. Reactant: [NH2:1][C@H:2]1[C@H:7]([OH:8])[CH2:6][O:5][CH2:4][CH2:3]1.S=[C:10]1[CH2:14][S:13][C:12](=[O:15])[NH:11]1. (4) Reactant: [CH3:1][C:2]([C:4]1[C:9](F)=[CH:8][CH:7]=[CH:6][C:5]=1[F:11])=O.O.[NH2:13][NH2:14]. Product: [F:11][C:5]1[CH:6]=[CH:7][CH:8]=[C:9]2[C:4]=1[C:2]([CH3:1])=[N:13][NH:14]2. The catalyst class is: 216. (5) Reactant: [OH:1][C:2]1[CH:7]=[CH:6][C:5]([CH2:8][CH2:9][NH:10][C:11]2[N:16]=[C:15]([NH:17][C:18]3[CH:23]=[CH:22][CH:21]=[C:20]([CH3:24])[CH:19]=3)[C:14]([C:25]([OH:27])=O)=[CH:13][N:12]=2)=[CH:4][CH:3]=1.CCN=C=NCCCN(C)C.Cl.C1C=CC2N(O)N=NC=2C=1.[CH3:50][N:51]([CH3:55])[CH2:52][CH2:53][NH2:54]. Product: [CH3:50][N:51]([CH3:55])[CH2:52][CH2:53][NH:54][C:25]([C:14]1[C:15]([NH:17][C:18]2[CH:23]=[CH:22][CH:21]=[C:20]([CH3:24])[CH:19]=2)=[N:16][C:11]([NH:10][CH2:9][CH2:8][C:5]2[CH:6]=[CH:7][C:2]([OH:1])=[CH:3][CH:4]=2)=[N:12][CH:13]=1)=[O:27]. The catalyst class is: 136. (6) Reactant: Br[C:2]1[C:3]([CH3:10])=[C:4]([C:8]#[N:9])[N:5]([CH3:7])[CH:6]=1.[Si:11]([O:18][C:19]1[CH:25]=[CH:24][C:22]([NH2:23])=[CH:21][CH:20]=1)([C:14]([CH3:17])([CH3:16])[CH3:15])([CH3:13])[CH3:12].C(P(C(C)(C)C)C1C=CC=CC=1C1C(C(C)C)=CC(C(C)C)=CC=1C(C)C)(C)(C)C.O. The catalyst class is: 101. Product: [Si:11]([O:18][C:19]1[CH:25]=[CH:24][C:22]([NH:23][C:2]2[C:3]([CH3:10])=[C:4]([C:8]#[N:9])[N:5]([CH3:7])[CH:6]=2)=[CH:21][CH:20]=1)([C:14]([CH3:17])([CH3:16])[CH3:15])([CH3:13])[CH3:12]. (7) Reactant: [Cl:1][C:2]1[CH:11]=[C:10]2[C:5]([C:6](=[O:32])[C:7]([CH2:18][NH:19][C:20]([C:22]3[CH:31]=[CH:30][C:25]([C:26]([O:28]C)=[O:27])=[CH:24][CH:23]=3)=[O:21])=[CH:8][N:9]2[C:12]2[CH:17]=[CH:16][CH:15]=[CH:14][CH:13]=2)=[CH:4][CH:3]=1.O.[OH-].[Li+]. Product: [Cl:1][C:2]1[CH:11]=[C:10]2[C:5]([C:6](=[O:32])[C:7]([CH2:18][NH:19][C:20]([C:22]3[CH:23]=[CH:24][C:25]([C:26]([OH:28])=[O:27])=[CH:30][CH:31]=3)=[O:21])=[CH:8][N:9]2[C:12]2[CH:13]=[CH:14][CH:15]=[CH:16][CH:17]=2)=[CH:4][CH:3]=1. The catalyst class is: 30. (8) Reactant: C(OC([N:8]1[CH2:13][CH2:12][C:11](=O)[CH2:10][CH2:9]1)=O)(C)(C)C.[CH:15]1([NH2:18])[CH2:17][CH2:16]1.C(O[BH-](OC(=O)C)OC(=O)C)(=O)C.[Na+].C(=O)([O-])O.[Na+].[Cl:38]CCCl. Product: [CH:15]1([NH:18][CH:11]2[CH2:10][CH2:9][NH:8][CH2:13][CH2:12]2)[CH2:17][CH2:16]1.[ClH:38]. The catalyst class is: 15. (9) Reactant: N.C([O:5][C@@H:6]1[CH2:10][C@@H:9]([CH2:11][O:12]C(=O)C2C=CC=CC=2)[O:8][C@H:7]1[N:21]1[CH:29]=[N:28][C:27]2[C:22]1=[N:23][CH:24]=[N:25][C:26]=2[NH:30][CH:31]1[CH2:36][CH2:35][CH:34]([OH:37])[CH2:33][CH2:32]1)(=O)C.OC1CCC(NC2N=CN=C3C=2N=CN3[C@H]2[C@H](O)C[C@@H](COC(=O)C3C=CC=CC=3)O2)CC1. Product: [OH:37][CH:34]1[CH2:35][CH2:36][CH:31]([NH:30][C:26]2[N:25]=[CH:24][N:23]=[C:22]3[C:27]=2[N:28]=[CH:29][N:21]3[C@H:7]2[C@H:6]([OH:5])[CH2:10][C@@H:9]([CH2:11][OH:12])[O:8]2)[CH2:32][CH2:33]1. The catalyst class is: 5. (10) The catalyst class is: 5. Reactant: [OH:1][C:2]1[C:11]2[C:6](=[CH:7][C:8]([NH:12][CH2:13][C:14]3[CH:19]=[CH:18][C:17]([O:20][CH3:21])=[CH:16][CH:15]=3)=[CH:9][CH:10]=2)[CH:5]=[N:4][C:3]=1[C:22](OC)=[O:23].[NH2:26][CH2:27][C:28]([CH3:34])([CH3:33])[C:29]([O:31][CH3:32])=[O:30]. Product: [OH:1][C:2]1[C:11]2[C:6](=[CH:7][C:8]([NH:12][CH2:13][C:14]3[CH:19]=[CH:18][C:17]([O:20][CH3:21])=[CH:16][CH:15]=3)=[CH:9][CH:10]=2)[CH:5]=[N:4][C:3]=1[C:22]([NH:26][CH2:27][C:28]([CH3:34])([CH3:33])[C:29]([O:31][CH3:32])=[O:30])=[O:23].